Dataset: Reaction yield outcomes from USPTO patents with 853,638 reactions. Task: Predict the reaction yield, written as a fraction of the theoretical maximum amount of product (1.0 means a 100% yield; for example, 0.34 means a 34% yield). The reactants are [O:1]1[CH2:6][CH2:5][CH2:4][CH2:3][CH:2]1[O:7][C:8]1[CH:9]=[C:10]([C:14]23[CH2:21][CH2:20][C:17]([CH2:22][CH2:23][CH2:24][C:25](O)=[O:26])([CH2:18][CH2:19]2)[CH2:16][O:15]3)[CH:11]=[CH:12][CH:13]=1.B.C1COCC1. The catalyst is C1COCC1. The product is [O:1]1[CH2:6][CH2:5][CH2:4][CH2:3][CH:2]1[O:7][C:8]1[CH:9]=[C:10]([C:14]23[CH2:19][CH2:18][C:17]([CH2:22][CH2:23][CH2:24][CH2:25][OH:26])([CH2:20][CH2:21]2)[CH2:16][O:15]3)[CH:11]=[CH:12][CH:13]=1. The yield is 1.00.